From a dataset of Catalyst prediction with 721,799 reactions and 888 catalyst types from USPTO. Predict which catalyst facilitates the given reaction. Reactant: [F:1][C:2]1[CH:7]=[CH:6][C:5]([C:8]([F:11])([F:10])[F:9])=[CH:4][C:3]=1[N:12]=[C:13]=[O:14].[NH2:15][C:16]1[CH:21]=[CH:20][C:19]([C:22]2[C:23]([C:33]([NH2:35])=[O:34])=[C:24]([NH:27][C:28]([NH:30][CH2:31][CH3:32])=[O:29])[NH:25][CH:26]=2)=[CH:18][CH:17]=1. Product: [CH2:31]([NH:30][C:28](=[O:29])[NH:27][C:24]1[NH:25][CH:26]=[C:22]([C:19]2[CH:20]=[CH:21][C:16]([NH:15][C:13]([NH:12][C:3]3[CH:4]=[C:5]([C:8]([F:11])([F:10])[F:9])[CH:6]=[CH:7][C:2]=3[F:1])=[O:14])=[CH:17][CH:18]=2)[C:23]=1[C:33]([NH2:35])=[O:34])[CH3:32]. The catalyst class is: 7.